From a dataset of Full USPTO retrosynthesis dataset with 1.9M reactions from patents (1976-2016). Predict the reactants needed to synthesize the given product. (1) Given the product [Cl:30][C:21]1[CH:20]=[C:19]([CH:17]([NH:16][C:13](=[O:15])[CH2:12][N:9]2[C:8]3[C:3]([C:1]#[N:2])=[CH:4][CH:5]=[CH:6][C:7]=3[N:11]=[CH:10]2)[CH3:18])[CH:24]=[CH:23][C:22]=1[C:25]([C:26]#[N:27])([CH3:29])[CH3:28], predict the reactants needed to synthesize it. The reactants are: [C:1]([C:3]1[C:8]2[N:9]([CH2:12][C:13]([OH:15])=O)[CH:10]=[N:11][C:7]=2[CH:6]=[CH:5][CH:4]=1)#[N:2].[NH2:16][CH:17]([C:19]1[CH:24]=[CH:23][C:22]([C:25]([CH3:29])([CH3:28])[C:26]#[N:27])=[C:21]([Cl:30])[CH:20]=1)[CH3:18].CN(C(ON1N=NC2C=CC=NC1=2)=[N+](C)C)C.F[P-](F)(F)(F)(F)F. (2) The reactants are: [C:1]([N:8]1[CH2:13][CH2:12][O:11][C@H:10]([CH2:14][C:15]2[CH:20]=[CH:19][CH:18]=[C:17](C=CC3C=NC=CC=3)[CH:16]=2)[CH2:9]1)([O:3][C:4]([CH3:7])([CH3:6])[CH3:5])=[O:2].[Cl:29]CCl.[F:32][C:33]([F:46])([F:45])[S:34]([O:37]S(C(F)(F)F)(=O)=O)(=[O:36])=[O:35]. Given the product [C:4]([O:3][C:1]([N:8]1[CH2:13][CH2:12][O:11][C@H:10]([CH2:14][C:15]2[CH:20]=[CH:19][C:18]([O:37][S:34]([C:33]([F:46])([F:45])[F:32])(=[O:35])=[O:36])=[C:17]([Cl:29])[CH:16]=2)[CH2:9]1)=[O:2])([CH3:7])([CH3:6])[CH3:5], predict the reactants needed to synthesize it. (3) Given the product [CH3:10][O:9][C:7]1[CH:6]=[C:5]([S:11][CH2:17][C@@H:18]2[C@:27]3([CH3:28])[C@H:22]([C:23]([CH3:30])([CH3:29])[CH2:24][CH2:25][CH2:26]3)[CH2:21][CH2:20][C@@:19]2([CH3:31])[OH:32])[CH:4]=[C:3]([O:2][CH3:1])[CH:8]=1, predict the reactants needed to synthesize it. The reactants are: [CH3:1][O:2][C:3]1[CH:4]=[C:5]([SH:11])[CH:6]=[C:7]([O:9][CH3:10])[CH:8]=1.CS(O[CH2:17][C@@H:18]1[C@:27]2([CH3:28])[C@H:22]([C:23]([CH3:30])([CH3:29])[CH2:24][CH2:25][CH2:26]2)[CH2:21][CH2:20][C@:19]1([OH:32])[CH3:31])(=O)=O.C([O-])([O-])=O.[Cs+].[Cs+]. (4) Given the product [CH2:30]([N:29]([CH:27]([C:21]1[CH:22]=[CH:23][CH:24]=[CH:25][CH:26]=1)[CH3:28])[C:15]([CH2:14][O:13][C:10]1[CH:9]=[CH:8][C:7]([CH2:6][C@H:5]([O:18][CH3:19])[C:4]([OH:3])=[O:20])=[CH:12][CH:11]=1)=[O:17])[C:31]1[CH:32]=[CH:33][CH:34]=[CH:37][CH:36]=1, predict the reactants needed to synthesize it. The reactants are: C([O:3][C:4](=[O:20])[C@@H:5]([O:18][CH3:19])[CH2:6][C:7]1[CH:12]=[CH:11][C:10]([O:13][CH2:14][C:15]([OH:17])=O)=[CH:9][CH:8]=1)C.[C:21]1([CH:27]([NH:29][CH2:30][C:31]([CH:36]=[CH2:37])=[CH:32][CH:33]=[CH:34]C)[CH3:28])[CH:26]=[CH:25][CH:24]=[CH:23][CH:22]=1.C(O[C@@H](CC1C=CC(O[C@@H](C(=O)NCCC2C=CC(OC3C=CC=CC=3)=CC=2)C)=CC=1)C(O)=O)C. (5) Given the product [C:7]([N:5]1[CH:6]=[C:2]([B:11]2[O:15][C:14]([CH3:17])([CH3:16])[C:13]([CH3:19])([CH3:18])[O:12]2)[CH:3]=[N:4]1)([CH3:10])([CH3:9])[CH3:8], predict the reactants needed to synthesize it. The reactants are: Br[C:2]1[CH:3]=[N:4][N:5]([C:7]([CH3:10])([CH3:9])[CH3:8])[CH:6]=1.[B:11]1([B:11]2[O:15][C:14]([CH3:17])([CH3:16])[C:13]([CH3:19])([CH3:18])[O:12]2)[O:15][C:14]([CH3:17])([CH3:16])[C:13]([CH3:19])([CH3:18])[O:12]1.CC([O-])=O.[K+]. (6) The reactants are: [Cl:1][C:2]1[C:7]([CH2:8][CH:9](OCC)[O:10]CC)=[C:6]([C:16]2[CH:21]=[CH:20][CH:19]=[CH:18][CH:17]=2)[N:5]=[CH:4][N:3]=1. Given the product [Cl:1][C:2]1[C:7]([CH2:8][CH:9]=[O:10])=[C:6]([C:16]2[CH:21]=[CH:20][CH:19]=[CH:18][CH:17]=2)[N:5]=[CH:4][N:3]=1, predict the reactants needed to synthesize it. (7) Given the product [F:1][C:2]1[CH:3]=[CH:4][C:5]([NH:8][C@@H:9]2[CH2:18][CH2:17][C@@H:16]([CH2:19][O:20][CH3:25])[C@@H:15]3[C@@:10]2([OH:21])[CH2:11][CH2:12][CH2:13][O:14]3)=[CH:6][CH:7]=1, predict the reactants needed to synthesize it. The reactants are: [F:1][C:2]1[CH:7]=[CH:6][C:5]([NH:8][C@@H:9]2[CH2:18][CH2:17][C@@H:16]([CH2:19][OH:20])[C@@H:15]3[C@:10]2([OH:21])[CH2:11][CH2:12][CH2:13][O:14]3)=[CH:4][CH:3]=1.[H-].[Na+].I[CH3:25].[NH4+].[Cl-].